This data is from Forward reaction prediction with 1.9M reactions from USPTO patents (1976-2016). The task is: Predict the product of the given reaction. Given the reactants C([O:8][NH:9][C:10]1([CH2:45][CH2:46][CH:47]([CH3:49])[CH3:48])[C:19]2[C:14](=[CH:15][CH:16]=[CH:17][CH:18]=2)[C:13]([OH:20])=[C:12]([C:21]2[NH:26][C:25]3[CH:27]=[CH:28][C:29]([N:31]([S:38]([CH3:41])(=[O:40])=[O:39])[CH2:32][C:33]([O:35][CH2:36][CH3:37])=[O:34])=[CH:30][C:24]=3[S:23](=[O:43])(=[O:42])[N:22]=2)[C:11]1=[O:44])C1C=CC=CC=1, predict the reaction product. The product is: [OH:20][C:13]1[C:14]2[C:19](=[CH:18][CH:17]=[CH:16][CH:15]=2)[C:10]([NH:9][OH:8])([CH2:45][CH2:46][CH:47]([CH3:49])[CH3:48])[C:11](=[O:44])[C:12]=1[C:21]1[NH:26][C:25]2[CH:27]=[CH:28][C:29]([N:31]([CH2:32][C:33]([O:35][CH2:36][CH3:37])=[O:34])[S:38]([CH3:41])(=[O:40])=[O:39])=[CH:30][C:24]=2[S:23](=[O:42])(=[O:43])[N:22]=1.